This data is from Full USPTO retrosynthesis dataset with 1.9M reactions from patents (1976-2016). The task is: Predict the reactants needed to synthesize the given product. (1) Given the product [CH:1]1([CH2:4][O:5][C:6]2[CH:11]=[C:10]([F:12])[C:9]([CH3:13])=[CH:8][C:7]=2[C:14]2[C:15]3[N:22]([CH2:23][O:24][CH2:25][CH2:26][Si:27]([CH3:30])([CH3:28])[CH3:29])[C:21]([CH3:31])=[C:20]([C:32]([NH:35][CH:36]4[CH2:37][CH2:38][N:39]([C:42]([O:44][C:45]([CH3:48])([CH3:47])[CH3:46])=[O:43])[CH2:40][CH2:41]4)=[O:34])[C:16]=3[N:17]=[CH:18][N:19]=2)[CH2:3][CH2:2]1, predict the reactants needed to synthesize it. The reactants are: [CH:1]1([CH2:4][O:5][C:6]2[CH:11]=[C:10]([F:12])[C:9]([CH3:13])=[CH:8][C:7]=2[C:14]2[C:15]3[N:22]([CH2:23][O:24][CH2:25][CH2:26][Si:27]([CH3:30])([CH3:29])[CH3:28])[C:21]([CH3:31])=[C:20]([C:32]([OH:34])=O)[C:16]=3[N:17]=[CH:18][N:19]=2)[CH2:3][CH2:2]1.[NH2:35][CH:36]1[CH2:41][CH2:40][N:39]([C:42]([O:44][C:45]([CH3:48])([CH3:47])[CH3:46])=[O:43])[CH2:38][CH2:37]1. (2) The reactants are: [NH:1]1[C:5](=O)[CH2:4][CH2:3][C:2]1=[O:7].Br[CH2:9][C:10]1[CH:15]=[CH:14][CH:13]=[CH:12][N:11]=1. Given the product [N:11]1[CH:12]=[CH:13][CH:14]=[CH:15][C:10]=1[CH2:9][CH:5]1[NH:1][C:2](=[O:7])[CH2:3][CH2:4]1, predict the reactants needed to synthesize it.